From a dataset of Full USPTO retrosynthesis dataset with 1.9M reactions from patents (1976-2016). Predict the reactants needed to synthesize the given product. Given the product [CH3:20][O:21][C:22]1[CH:23]=[C:24]2[C:29](=[CH:30][C:31]=1[O:32][CH3:33])[N:28]=[CH:27][CH:26]=[C:25]2[N:34]1[CH2:40][C:39]2[CH:41]=[C:42]([C:8]3[CH:9]=[C:4]([N+:1]([O-:3])=[O:2])[C:5]([NH2:19])=[N:6][CH:7]=3)[CH:43]=[CH:44][C:38]=2[O:37][CH2:36][CH2:35]1, predict the reactants needed to synthesize it. The reactants are: [N+:1]([C:4]1[C:5]([NH2:19])=[N:6][CH:7]=[C:8](B2OC(C)(C)C(C)(C)O2)[CH:9]=1)([O-:3])=[O:2].[CH3:20][O:21][C:22]1[CH:23]=[C:24]2[C:29](=[CH:30][C:31]=1[O:32][CH3:33])[N:28]=[CH:27][CH:26]=[C:25]2[N:34]1[CH2:40][C:39]2[CH:41]=[C:42](Br)[CH:43]=[CH:44][C:38]=2[O:37][CH2:36][CH2:35]1.ClCCl.C(=O)([O-])[O-].[Cs+].[Cs+].